From a dataset of Catalyst prediction with 721,799 reactions and 888 catalyst types from USPTO. Predict which catalyst facilitates the given reaction. Reactant: Cl[C:2]1[O:3][C:4]([CH2:14][CH2:15][CH2:16][O:17][C:18]2[CH:23]=[CH:22][CH:21]=[CH:20][C:19]=2[CH3:24])=[C:5]([C:7]2[CH:12]=[CH:11][C:10]([Cl:13])=[CH:9][CH:8]=2)[N:6]=1.[CH3:25][C:26]1[NH:27][CH:28]=[CH:29][N:30]=1.C(=O)([O-])[O-].[K+].[K+]. Product: [Cl:13][C:10]1[CH:11]=[CH:12][C:7]([C:5]2[N:6]=[C:2]([N:27]3[CH:28]=[CH:29][N:30]=[C:26]3[CH3:25])[O:3][C:4]=2[CH2:14][CH2:15][CH2:16][O:17][C:18]2[CH:23]=[CH:22][CH:21]=[CH:20][C:19]=2[CH3:24])=[CH:8][CH:9]=1. The catalyst class is: 9.